Dataset: Full USPTO retrosynthesis dataset with 1.9M reactions from patents (1976-2016). Task: Predict the reactants needed to synthesize the given product. (1) Given the product [C:1]([S:20][CH2:21][CH2:22]/[CH:23]=[CH:24]/[CH:25]=[O:36])([C:14]1[CH:19]=[CH:18][CH:17]=[CH:16][CH:15]=1)([C:8]1[CH:13]=[CH:12][CH:11]=[CH:10][CH:9]=1)[C:2]1[CH:7]=[CH:6][CH:5]=[CH:4][CH:3]=1, predict the reactants needed to synthesize it. The reactants are: [C:1]([S:20][CH2:21][CH2:22]/[CH:23]=[CH:24]/[C:25]#N)([C:14]1[CH:19]=[CH:18][CH:17]=[CH:16][CH:15]=1)([C:8]1[CH:13]=[CH:12][CH:11]=[CH:10][CH:9]=1)[C:2]1[CH:7]=[CH:6][CH:5]=[CH:4][CH:3]=1.CC(C[AlH]CC(C)C)C.[OH2:36]. (2) Given the product [C:32]([O:36][C:37](=[O:38])[NH:39][C@H:40]1[CH2:44][CH2:43][N:42]([C:45]2[CH:50]=[CH:49][C:48]([C:51](=[O:61])[NH:52][C:53]3[CH:58]=[CH:57][C:56]([CH3:59])=[C:55]([I:60])[CH:54]=3)=[CH:47][N:46]=2)[CH2:41]1)([CH3:35])([CH3:34])[CH3:33], predict the reactants needed to synthesize it. The reactants are: ClC1C=CC(C(NC2C=CC(C)=C(I)C=2)=O)=CN=1.C(N[C@H]1CCNC1)(OC(C)(C)C)=O.[C:32]([O:36][C:37]([N:39]1[CH2:44][CH2:43][N:42]([C:45]2[CH:50]=[CH:49][C:48]([C:51](=[O:61])[NH:52][C:53]3[CH:58]=[CH:57][C:56]([CH3:59])=[C:55]([I:60])[CH:54]=3)=[CH:47][N:46]=2)[CH2:41][CH2:40]1)=[O:38])([CH3:35])([CH3:34])[CH3:33]. (3) Given the product [N+:16]([C:13]1[CH:14]=[CH:15][C:10]([N:1]2[CH2:6][CH2:5][O:4][CH2:3][CH2:2]2)=[N:11][CH:12]=1)([O-:18])=[O:17], predict the reactants needed to synthesize it. The reactants are: [NH:1]1[CH2:6][CH2:5][O:4][CH2:3][CH2:2]1.[H-].[Na+].Cl[C:10]1[CH:15]=[CH:14][C:13]([N+:16]([O-:18])=[O:17])=[CH:12][N:11]=1. (4) Given the product [O:8]=[C:6]1[N:7]=[C:3]([NH:21][C@H:22]([C:26]2[CH:31]=[CH:30][CH:29]=[CH:28][CH:27]=2)[C:23]([NH2:25])=[O:24])[S:4]/[C:5]/1=[CH:9]\[C:10]1[CH:11]=[C:12]2[C:17](=[CH:18][CH:19]=1)[N:16]=[CH:15][CH:14]=[CH:13]2, predict the reactants needed to synthesize it. The reactants are: CS[C:3]1[S:4]/[C:5](=[CH:9]\[C:10]2[CH:11]=[C:12]3[C:17](=[CH:18][CH:19]=2)[N:16]=[CH:15][CH:14]=[CH:13]3)/[C:6](=[O:8])[N:7]=1.Cl.[NH2:21][C@H:22]([C:26]1[CH:31]=[CH:30][CH:29]=[CH:28][CH:27]=1)[C:23]([NH2:25])=[O:24].CCN(C(C)C)C(C)C. (5) Given the product [Br:1][C:2]1[N:3]([C:28]([O:30][C:31]([CH3:34])([CH3:33])[CH3:32])=[O:29])[C:4]2[C:9]([CH:10]=1)=[C:8]([N+:11]([O-:13])=[O:12])[C:7]([O:14][C:15]1[CH:20]=[CH:19][C:18]([CH2:21][C:22]([O:24][CH3:25])=[O:23])=[CH:17][C:16]=1[O:26][CH3:27])=[CH:6][CH:5]=2, predict the reactants needed to synthesize it. The reactants are: [Br:1][C:2]1[NH:3][C:4]2[C:9]([CH:10]=1)=[C:8]([N+:11]([O-:13])=[O:12])[C:7]([O:14][C:15]1[CH:20]=[CH:19][C:18]([CH2:21][C:22]([O:24][CH3:25])=[O:23])=[CH:17][C:16]=1[O:26][CH3:27])=[CH:6][CH:5]=2.[C:28](O[C:28]([O:30][C:31]([CH3:34])([CH3:33])[CH3:32])=[O:29])([O:30][C:31]([CH3:34])([CH3:33])[CH3:32])=[O:29].